From a dataset of Full USPTO retrosynthesis dataset with 1.9M reactions from patents (1976-2016). Predict the reactants needed to synthesize the given product. (1) Given the product [Br:7][CH2:8][CH2:9][CH2:10][C:11]([O:6][CH:1]1[CH2:5][CH2:4][CH2:3][CH2:2]1)=[O:12], predict the reactants needed to synthesize it. The reactants are: [CH:1]1([OH:6])[CH2:5][CH2:4][CH2:3][CH2:2]1.[Br:7][CH2:8][CH2:9][CH2:10][C:11](Cl)=[O:12].N1C=CC=CC=1. (2) The reactants are: [C:1]1([C@@H:7]([NH:9][C:10]2[N:15]=[C:14]([N:16]3[C:20]4[CH:21]=[CH:22][C:23]([NH2:25])=[CH:24][C:19]=4[N:18]=[CH:17]3)[CH:13]=[N:12][CH:11]=2)[CH3:8])[CH:6]=[CH:5][CH:4]=[CH:3][CH:2]=1.Cl.[C:27](Cl)(=[O:34])[C:28]1[CH:33]=[CH:32][N:31]=[CH:30][CH:29]=1. Given the product [C:1]1([C@@H:7]([NH:9][C:10]2[N:15]=[C:14]([N:16]3[C:20]4[CH:21]=[CH:22][C:23]([NH:25][C:27](=[O:34])[C:28]5[CH:33]=[CH:32][N:31]=[CH:30][CH:29]=5)=[CH:24][C:19]=4[N:18]=[CH:17]3)[CH:13]=[N:12][CH:11]=2)[CH3:8])[CH:6]=[CH:5][CH:4]=[CH:3][CH:2]=1, predict the reactants needed to synthesize it. (3) The reactants are: F[C:2]1[N:32]=[CH:31][CH:30]=[CH:29][C:3]=1[C:4]([C:6]1[C:15]2[C:10](=[CH:11][CH:12]=[CH:13][CH:14]=2)[CH:9]=[C:8]([N:16]2[CH2:21][CH2:20][N:19]([C:22]([O:24][C:25]([CH3:28])([CH3:27])[CH3:26])=[O:23])[CH2:18][CH2:17]2)[N:7]=1)=[O:5].[OH-].[NH4+:34]. Given the product [NH2:34][C:2]1[N:32]=[CH:31][CH:30]=[CH:29][C:3]=1[C:4]([C:6]1[C:15]2[C:10](=[CH:11][CH:12]=[CH:13][CH:14]=2)[CH:9]=[C:8]([N:16]2[CH2:21][CH2:20][N:19]([C:22]([O:24][C:25]([CH3:28])([CH3:27])[CH3:26])=[O:23])[CH2:18][CH2:17]2)[N:7]=1)=[O:5], predict the reactants needed to synthesize it. (4) Given the product [Cl:1][C:2]1[CH:3]=[CH:4][C:5]([CH2:11][O:12][C:13]2[CH:18]=[CH:17][CH:16]=[C:15]([F:19])[CH:14]=2)=[C:6]([CH:10]=1)[C:7]([NH:21][C@H:22]([C:24]1[CH:33]=[CH:32][C:27]([C:28]([O:30][CH3:31])=[O:29])=[CH:26][CH:25]=1)[CH3:23])=[O:9], predict the reactants needed to synthesize it. The reactants are: [Cl:1][C:2]1[CH:3]=[CH:4][C:5]([CH2:11][O:12][C:13]2[CH:18]=[CH:17][CH:16]=[C:15]([F:19])[CH:14]=2)=[C:6]([CH:10]=1)[C:7]([OH:9])=O.Cl.[NH2:21][C@H:22]([C:24]1[CH:33]=[CH:32][C:27]([C:28]([O:30][CH3:31])=[O:29])=[CH:26][CH:25]=1)[CH3:23]. (5) Given the product [C:39]([C:38]1[C:33]([CH2:32][N:4]2[C:5](=[O:16])[C:6]3[N:7]([CH2:12][C:13]#[C:14][CH3:15])[C:8]([Br:11])=[N:9][C:10]=3[N:2]([CH3:1])[C:3]2=[O:17])=[N:34][CH:35]=[CH:36][CH:37]=1)#[N:40], predict the reactants needed to synthesize it. The reactants are: [CH3:1][N:2]1[C:10]2[N:9]=[C:8]([Br:11])[N:7]([CH2:12][C:13]#[C:14][CH3:15])[C:6]=2[C:5](=[O:16])[NH:4][C:3]1=[O:17].C(=O)([O-])[O-].[K+].[K+].CN1CCCC1=O.Cl[CH2:32][C:33]1[C:38]([C:39]#[N:40])=[CH:37][CH:36]=[CH:35][N:34]=1. (6) Given the product [O:1]=[C:2]1[N:15]2[CH2:20][CH2:19][CH2:18][CH2:17][C@@H:16]2[CH:21]=[CH:22][CH2:4][C@@H:3]1[NH:7][C:8](=[O:14])[O:9][C:10]([CH3:11])([CH3:12])[CH3:13], predict the reactants needed to synthesize it. The reactants are: [O:1]=[C:2]([N:15]1[CH2:20][CH2:19][CH2:18][CH2:17][C@@H:16]1[CH:21]=[CH2:22])[C@@H:3]([NH:7][C:8](=[O:14])[O:9][C:10]([CH3:13])([CH3:12])[CH3:11])[CH2:4]C=C. (7) Given the product [C:23]1([CH2:22][N:7]2[C:2](=[O:1])[C:3](=[O:4])[N:10]3[C@@H:9]([CH2:14][O:13][CH2:12][CH2:11]3)[CH2:8]2)[CH:28]=[CH:27][CH:26]=[CH:25][CH:24]=1, predict the reactants needed to synthesize it. The reactants are: [O:1]=[C:2]([N:7]([CH2:22][C:23]1[CH:28]=[CH:27][CH:26]=[CH:25][CH:24]=1)[CH2:8][C@@H:9]1[CH2:14][O:13][CH2:12][CH2:11][N:10]1CC1C=CC=CC=1)[C:3](OC)=[O:4].